From a dataset of Forward reaction prediction with 1.9M reactions from USPTO patents (1976-2016). Predict the product of the given reaction. (1) Given the reactants [C:1]([C:3]1[CH:12]=[CH:11][C:6]([C:7]([O:9][CH3:10])=[O:8])=[C:5]([F:13])[CH:4]=1)#[N:2].[N+:14]([O-])([OH:16])=[O:15].S(=O)(=O)(O)O, predict the reaction product. The product is: [C:1]([C:3]1[C:12]([N+:14]([O-:16])=[O:15])=[CH:11][C:6]([C:7]([O:9][CH3:10])=[O:8])=[C:5]([F:13])[CH:4]=1)#[N:2]. (2) Given the reactants [C:1]([NH:8][CH2:9][C:10]#[CH:11])([O:3][C:4]([CH3:7])([CH3:6])[CH3:5])=[O:2].C[Si]([N:16]=[N+:17]=[N-:18])(C)C, predict the reaction product. The product is: [C:4]([O:3][C:1](=[O:2])[NH:8][CH2:9][C:10]1[CH:11]=[N:18][NH:17][N:16]=1)([CH3:5])([CH3:6])[CH3:7]. (3) Given the reactants [CH3:1][C:2]1[N:6]([CH:7]2[CH2:13][CH:12]3[N:14]([CH2:15][CH2:16][C:17]4([C:34]5[CH:39]=[CH:38][CH:37]=[CH:36][CH:35]=5)[CH2:22][CH2:21][N:20]([C:23]([C:25]5[CH:33]=[CH:32][CH:31]=[CH:30][C:26]=5[C:27](O)=[O:28])=[O:24])[CH2:19][CH2:18]4)[CH:9]([CH2:10][CH2:11]3)[CH2:8]2)[C:5]2[CH:40]=[CH:41][CH:42]=[CH:43][C:4]=2[N:3]=1.N.C([N:47](CC)CC)C.CN(C(ON1N=NC2C=CC=NC1=2)=[N+](C)C)C.F[P-](F)(F)(F)(F)F, predict the reaction product. The product is: [CH3:1][C:2]1[N:6]([CH:7]2[CH2:13][CH:12]3[N:14]([CH2:15][CH2:16][C:17]4([C:34]5[CH:35]=[CH:36][CH:37]=[CH:38][CH:39]=5)[CH2:22][CH2:21][N:20]([C:23]([C:25]5[CH:33]=[CH:32][CH:31]=[CH:30][C:26]=5[C:27]([NH2:47])=[O:28])=[O:24])[CH2:19][CH2:18]4)[CH:9]([CH2:10][CH2:11]3)[CH2:8]2)[C:5]2[CH:40]=[CH:41][CH:42]=[CH:43][C:4]=2[N:3]=1. (4) Given the reactants [CH2:1]([O:8][CH2:9][O:10][CH2:11][C@@H:12]([CH3:20])[CH2:13][CH2:14][CH:15]1[O:18][C:16]1([CH3:19])[CH3:17])[C:2]1[CH:7]=[CH:6][CH:5]=[CH:4][CH:3]=1.[H-].[Al+3].[Li+].[H-].[H-].[H-], predict the reaction product. The product is: [CH2:1]([O:8][CH2:9][O:10][CH2:11][C@@H:12]([CH3:20])[CH2:13][CH2:14][CH2:15][C:16]([CH3:19])([OH:18])[CH3:17])[C:2]1[CH:7]=[CH:6][CH:5]=[CH:4][CH:3]=1.